From a dataset of CYP2D6 inhibition data for predicting drug metabolism from PubChem BioAssay. Regression/Classification. Given a drug SMILES string, predict its absorption, distribution, metabolism, or excretion properties. Task type varies by dataset: regression for continuous measurements (e.g., permeability, clearance, half-life) or binary classification for categorical outcomes (e.g., BBB penetration, CYP inhibition). Dataset: cyp2d6_veith. (1) The result is 0 (non-inhibitor). The drug is COc1ccccc1CNc1cc(-c2cccc(NS(C)(=O)=O)c2)ncn1. (2) The compound is CCNc1ncc2nc(-c3ccccc3)c(=O)n(CCC#N)c2n1. The result is 1 (inhibitor). (3) The compound is CCOc1ccc(NC(=O)C(=O)NCC2CCCN2CC)cc1. The result is 0 (non-inhibitor). (4) The drug is CC(C)(C)OC(=O)COc1cc(OCC(=O)OC(C)(C)C)c2c(=O)cc(-c3ccccc3)oc2c1. The result is 0 (non-inhibitor). (5) The compound is CN1CCc2ccccc2Cc2[nH]c3ccccc3c2CC1. The result is 0 (non-inhibitor). (6) The compound is Cl.NC(N)=NC(=O)c1nc(Cl)c(N)nc1N.O.O. The result is 0 (non-inhibitor). (7) The compound is Cc1c(-c2ccc(Cl)cc2)noc1C1CCN(CCc2ccccc2)CC1. The result is 0 (non-inhibitor). (8) The compound is C[C@@H](C(=O)NCc1cccc2ccccc12)[C@H]1C[C@]1(C)[C@H](NC(=O)OCc1ccccc1)c1ccccc1. The result is 0 (non-inhibitor). (9) The compound is Cc1ccc(CCNC(=O)CCNS(=O)(=O)c2ccc3c(c2)c(=O)n(C)c(=O)n3C)cc1. The result is 0 (non-inhibitor). (10) The result is 0 (non-inhibitor). The drug is O=C(C[C@@H](c1ccccc1)N1CCCCC1)c1ccccc1.